Task: Predict the reactants needed to synthesize the given product.. Dataset: Full USPTO retrosynthesis dataset with 1.9M reactions from patents (1976-2016) (1) Given the product [C:10]1([C:24]#[N:27])[CH:28]=[CH:2][N:4]2[C:5]=1[CH2:6][CH2:7][CH2:8][CH2:9]2, predict the reactants needed to synthesize it. The reactants are: [Na].[CH:2]([N:4]1[CH2:9][CH2:8][CH2:7][CH2:6][CH:5]1[C:10]([O-])=O)=O.C1(C)C=CC(S(Cl)(=O)=O)=CC=1.[C:24](#[N:27])C=C.[CH2:28](N(CC)CC)C. (2) Given the product [NH2:24][C@H:28]1[CH2:33][CH2:32][N:31]([CH2:17][CH:12]2[C:11]3=[C:10]4[C:5](=[CH:4][CH:3]=[C:2]3[F:1])[CH:6]=[CH:7][C:8](=[O:18])[N:9]4[CH2:13]2)[CH2:30][C@H:29]1[OH:34], predict the reactants needed to synthesize it. The reactants are: [F:1][C:2]1[C:11]([C:12](=[CH2:17])[C:13](OC)=O)=[C:10]2[C:5]([CH:6]=[CH:7][C:8]([O:18]C)=[N:9]2)=[CH:4][CH:3]=1.CC([N:24]([C@H:28]1[CH2:33][CH2:32][NH:31][CH2:30][C@H:29]1[OH:34])C(=O)[O-])(C)C.